From a dataset of Forward reaction prediction with 1.9M reactions from USPTO patents (1976-2016). Predict the product of the given reaction. Given the reactants [CH3:1][C:2]1([CH3:22])[CH2:11][C:10]2[C:5](=[CH:6][CH:7]=[CH:8][C:9]=2[O:12][C:13]2[CH:18]=[CH:17][C:16]([N+:19]([O-])=O)=[CH:15][N:14]=2)[CH2:4][O:3]1.O.[Cl-].[NH4+], predict the reaction product. The product is: [CH3:1][C:2]1([CH3:22])[CH2:11][C:10]2[C:5](=[CH:6][CH:7]=[CH:8][C:9]=2[O:12][C:13]2[N:14]=[CH:15][C:16]([NH2:19])=[CH:17][CH:18]=2)[CH2:4][O:3]1.